From a dataset of HIV replication inhibition screening data with 41,000+ compounds from the AIDS Antiviral Screen. Binary Classification. Given a drug SMILES string, predict its activity (active/inactive) in a high-throughput screening assay against a specified biological target. The molecule is CCOC(=O)c1nc2ccccc2nc1Oc1cc(OC)c(OC)c(OC)c1. The result is 0 (inactive).